Dataset: HIV replication inhibition screening data with 41,000+ compounds from the AIDS Antiviral Screen. Task: Binary Classification. Given a drug SMILES string, predict its activity (active/inactive) in a high-throughput screening assay against a specified biological target. (1) The drug is CC(C)C(Cl)=NOC(NC(=O)Nc1ccc(Cl)c(Cl)c1)(C(F)(F)F)C(F)(F)F. The result is 0 (inactive). (2) The drug is CC(C)(C)c1cc2c(OCC=Cc3ccccc3)c(c1)Cc1cc(C(C#N)(OCC=Cc3ccccc3)OCC=Cc3ccccc3)cc(c1OCC=Cc1ccccc1)Cc1cc(C(C)(C)C)cc(c1OCC=Cc1ccccc1)Cc1cc(C(C#N)(OCC=Cc3ccccc3)OCC=Cc3ccccc3)cc(c1OCC=Cc1ccccc1)C2. The result is 0 (inactive). (3) The result is 0 (inactive). The compound is O=C(ONC(=O)C1C2C=CC(C2)C1C(=O)NOC(=O)c1ccccc1)c1ccccc1. (4) The compound is N=c1[nH]c2cc(Cl)ccc2n1N. The result is 0 (inactive). (5) The molecule is CCC(C)C(NC(=O)C(CCCNC(=N)N)NC(=O)C(CC(N)=O)NC(=O)C(Cc1c[nH]cn1)NC(=O)C(N)CC(C)C)C(=O)NC(C(=O)NC(CC(C)C)C(=O)NCC(=O)NC(CC(N)=O)C(=O)O)C(C)CC. The result is 0 (inactive). (6) The compound is CC1CCC(C(C)C)C(OC(=O)NCn2cc(-c3ccccc3)nn2)C1. The result is 0 (inactive). (7) The drug is CC1(C)SSC(C)(C)SS1. The result is 0 (inactive). (8) The molecule is CN(C)c1ccc(N2C(=S)SC(=Nc3ccccc3)C2=Nc2ccccc2)cc1. The result is 0 (inactive). (9) The compound is CC1(c2ccc(F)cc2)C2C(=O)NC(=O)C1C(=O)NC2=O. The result is 0 (inactive). (10) The compound is CN1C(NCCO)=NS(=O)(=O)c2ccccc21. The result is 0 (inactive).